Predict the reaction yield, written as a fraction of the theoretical maximum amount of product (1.0 means a 100% yield; for example, 0.34 means a 34% yield). From a dataset of Reaction yield outcomes from USPTO patents with 853,638 reactions. The reactants are [F:1][C:2]1[CH:3]=[N:4][CH:5]=[C:6]([F:23])[C:7]=1[C:8]1[C:9]([C:16]2[CH:21]=[CH:20][CH:19]=[CH:18][C:17]=2[F:22])=[N:10][C:11]([NH2:15])=[C:12]([NH2:14])[CH:13]=1.CCN(CC)CC.[C:31](N1C=CN=C1)(N1C=CN=C1)=[O:32]. The catalyst is C1COCC1. The product is [F:23][C:6]1[CH:5]=[N:4][CH:3]=[C:2]([F:1])[C:7]=1[C:8]1[CH:13]=[C:12]2[NH:14][C:31](=[O:32])[NH:15][C:11]2=[N:10][C:9]=1[C:16]1[CH:21]=[CH:20][CH:19]=[CH:18][C:17]=1[F:22]. The yield is 0.770.